Dataset: Full USPTO retrosynthesis dataset with 1.9M reactions from patents (1976-2016). Task: Predict the reactants needed to synthesize the given product. (1) Given the product [CH2:24]([N:21]1[CH2:22][CH2:23][C@H:19]([NH:18][C:16](=[O:17])[C@@H:15]([NH:14][C:10]([NH:9][C:5]2[CH:6]=[CH:7][CH:8]=[C:3]([C:2]([F:12])([F:13])[F:1])[CH:4]=2)=[O:11])[C:31]([CH3:32])([CH3:34])[CH3:33])[CH2:20]1)[C:25]1[CH:26]=[CH:27][CH:28]=[CH:29][CH:30]=1, predict the reactants needed to synthesize it. The reactants are: [F:1][C:2]([F:13])([F:12])[C:3]1[CH:4]=[C:5]([N:9]=[C:10]=[O:11])[CH:6]=[CH:7][CH:8]=1.[NH2:14][C@@H:15]([C:31]([CH3:34])([CH3:33])[CH3:32])[C:16]([NH:18][C@H:19]1[CH2:23][CH2:22][N:21]([CH2:24][C:25]2[CH:30]=[CH:29][CH:28]=[CH:27][CH:26]=2)[CH2:20]1)=[O:17]. (2) Given the product [N:1]1[N:5]2[C:6]([C:10]([OH:12])=[O:11])=[CH:7][CH:8]=[N:9][C:4]2=[CH:3][CH:2]=1, predict the reactants needed to synthesize it. The reactants are: [N:1]1[N:5]2[C:6]([C:10]([O:12]CC)=[O:11])=[CH:7][CH:8]=[N:9][C:4]2=[CH:3][CH:2]=1.[OH-].[Na+].Cl.